Task: Predict the reaction yield, written as a fraction of the theoretical maximum amount of product (1.0 means a 100% yield; for example, 0.34 means a 34% yield).. Dataset: Reaction yield outcomes from USPTO patents with 853,638 reactions (1) The reactants are [OH:1][CH2:2][CH2:3][N:4]([CH3:33])[C:5]([C:7]1[CH:15]=[C:14]2[C:10]([C:11]3([CH2:32][CH2:31]3)[CH2:12][N:13]2[C:16]2[N:21]=[CH:20][C:19](B3OC(C)(C)C(C)(C)O3)=[CH:18][N:17]=2)=[CH:9][CH:8]=1)=[O:6].C([O-])([O-])=O.[K+].[K+].Br[C:41]1[CH:46]=[C:45]([O:47][CH3:48])[CH:44]=[CH:43][N:42]=1. The catalyst is O1CCOCC1.C1C=CC([P]([Pd]([P](C2C=CC=CC=2)(C2C=CC=CC=2)C2C=CC=CC=2)([P](C2C=CC=CC=2)(C2C=CC=CC=2)C2C=CC=CC=2)[P](C2C=CC=CC=2)(C2C=CC=CC=2)C2C=CC=CC=2)(C2C=CC=CC=2)C2C=CC=CC=2)=CC=1. The product is [OH:1][CH2:2][CH2:3][N:4]([CH3:33])[C:5]([C:7]1[CH:15]=[C:14]2[C:10]([C:11]3([CH2:32][CH2:31]3)[CH2:12][N:13]2[C:16]2[N:21]=[CH:20][C:19]([C:41]3[CH:46]=[C:45]([O:47][CH3:48])[CH:44]=[CH:43][N:42]=3)=[CH:18][N:17]=2)=[CH:9][CH:8]=1)=[O:6]. The yield is 0.240. (2) The reactants are [Cl:1][C:2]1[CH:7]=[CH:6][CH:5]=[CH:4][N:3]=1.[Li+].CC([N-]C(C)C)C.[CH:16](=[O:18])[CH3:17].O. The catalyst is C1COCC1. The product is [Cl:1][C:2]1[C:7]([CH:16]([OH:18])[CH3:17])=[CH:6][CH:5]=[CH:4][N:3]=1. The yield is 0.380. (3) The reactants are [CH:1]1([N:4]2[C:11](=[O:12])[CH2:10][CH2:9][N:8]([CH2:13][C:14]([C:16]3[CH:21]=[CH:20][C:19]([F:22])=[CH:18][CH:17]=3)=[O:15])[C:7]3[CH:23]=[CH:24][C:25]([O:27][CH3:28])=[CH:26][C:6]=3[CH2:5]2)[CH2:3][CH2:2]1.[BH4-].[Na+].CC(C)=O.ClCCl. The catalyst is C(O)C. The product is [CH:1]1([N:4]2[C:11](=[O:12])[CH2:10][CH2:9][N:8]([CH2:13][CH:14]([C:16]3[CH:21]=[CH:20][C:19]([F:22])=[CH:18][CH:17]=3)[OH:15])[C:7]3[CH:23]=[CH:24][C:25]([O:27][CH3:28])=[CH:26][C:6]=3[CH2:5]2)[CH2:2][CH2:3]1. The yield is 0.460. (4) The reactants are [Cl:1][C:2]1[CH:7]=[CH:6][C:5]([N+:8]([O-])=O)=[CH:4][C:3]=1[OH:11]. The catalyst is C(OCC)(=O)C.[Pt]. The product is [Cl:1][C:2]1[CH:7]=[CH:6][C:5]([NH2:8])=[CH:4][C:3]=1[OH:11]. The yield is 0.980. (5) The reactants are [C:1]([C:4]1[CH:9]=[CH:8][C:7]([NH:10][CH:11]([C:15]2[CH:20]=[CH:19][C:18]([O:21][CH:22]([CH3:24])[CH3:23])=[C:17]([O:25][CH2:26][CH3:27])[CH:16]=2)[C:12](O)=[O:13])=[CH:6][CH:5]=1)(=[NH:3])[NH2:2].O.ON1C2C=CC=CC=2N=N1.Cl.C(N=C=NCCCN(C)C)C.[C:51]([O:55][C:56]([NH:58][NH2:59])=[O:57])([CH3:54])([CH3:53])[CH3:52]. The catalyst is CN(C)C=O. The product is [C:51]([O:55][C:56]([NH:58][NH:59][C:12](=[O:13])[CH:11]([NH:10][C:7]1[CH:6]=[CH:5][C:4]([C:1](=[NH:3])[NH2:2])=[CH:9][CH:8]=1)[C:15]1[CH:20]=[CH:19][C:18]([O:21][CH:22]([CH3:24])[CH3:23])=[C:17]([O:25][CH2:26][CH3:27])[CH:16]=1)=[O:57])([CH3:54])([CH3:53])[CH3:52]. The yield is 1.02. (6) The reactants are N1C=CC=CC=1C1C=CC=CN=1.[CH:13]1(B(O)O)[CH2:15][CH2:14]1.[N+:19]([C:22]1[CH:30]=[C:29]2[C:25]([CH:26]=[N:27][NH:28]2)=[CH:24][CH:23]=1)([O-:21])=[O:20].C(=O)([O-])[O-].[Na+].[Na+].[Cl-].[NH4+]. The catalyst is ClCCCl.C([O-])(=O)C.[Cu+2].C([O-])(=O)C.O.C(Cl)Cl. The product is [CH:13]1([N:28]2[C:29]3[C:25](=[CH:24][CH:23]=[C:22]([N+:19]([O-:21])=[O:20])[CH:30]=3)[CH:26]=[N:27]2)[CH2:15][CH2:14]1. The yield is 0.500. (7) The reactants are [H-].[Na+].[C:3]([CH2:5]P(=O)(OCC)OCC)#[N:4].[CH2:14]([N:18]([CH2:36][CH2:37][CH2:38][CH3:39])[C:19]1[CH:24]=[CH:23][C:22]([CH:25]=[CH:26][C:27]2[S:31][C:30]([CH:32]=O)=[CH:29][CH:28]=2)=[C:21]([O:34][CH3:35])[CH:20]=1)[CH2:15][CH2:16][CH3:17].O. The catalyst is O1CCCC1. The product is [CH2:14]([N:18]([CH2:36][CH2:37][CH2:38][CH3:39])[C:19]1[CH:24]=[CH:23][C:22]([CH:25]=[CH:26][C:27]2[S:31][C:30]([CH:32]=[CH:5][C:3]#[N:4])=[CH:29][CH:28]=2)=[C:21]([O:34][CH3:35])[CH:20]=1)[CH2:15][CH2:16][CH3:17]. The yield is 0.907.